This data is from Forward reaction prediction with 1.9M reactions from USPTO patents (1976-2016). The task is: Predict the product of the given reaction. Given the reactants Br[C:2]1[N:7]=[C:6]2[N:8]([CH2:11][C:12]3[CH:13]=[C:14]4[C:19](=[CH:20][C:21]=3[F:22])[N:18]=[CH:17][CH:16]=[CH:15]4)[N:9]=[N:10][C:5]2=[N:4][CH:3]=1.C(OC([N:30]1[CH:34]=[C:33](B2OC(C)(C)C(C)(C)O2)[CH:32]=[N:31]1)=O)(C)(C)C.[F-].[Cs+].C(Cl)Cl, predict the reaction product. The product is: [F:22][C:21]1[CH:20]=[C:19]2[C:14]([CH:15]=[CH:16][CH:17]=[N:18]2)=[CH:13][C:12]=1[CH2:11][N:8]1[C:6]2=[N:7][C:2]([C:33]3[CH:34]=[N:30][NH:31][CH:32]=3)=[CH:3][N:4]=[C:5]2[N:10]=[N:9]1.